This data is from Reaction yield outcomes from USPTO patents with 853,638 reactions. The task is: Predict the reaction yield, written as a fraction of the theoretical maximum amount of product (1.0 means a 100% yield; for example, 0.34 means a 34% yield). (1) The reactants are [CH2:1]([N:8]1[CH2:13][CH2:12][C:11](=[C:14]([C:17]2[CH:22]=[CH:21][C:20]([C:23]([F:26])([F:25])[F:24])=[CH:19][C:18]=2[F:27])[O:15]C)[CH2:10][CH2:9]1)[C:2]1[CH:7]=[CH:6][CH:5]=[CH:4][CH:3]=1.[OH-].[Na+]. The catalyst is CC(C)=O.Cl. The product is [CH2:1]([N:8]1[CH2:9][CH2:10][CH:11]([C:14]([C:17]2[CH:22]=[CH:21][C:20]([C:23]([F:26])([F:24])[F:25])=[CH:19][C:18]=2[F:27])=[O:15])[CH2:12][CH2:13]1)[C:2]1[CH:7]=[CH:6][CH:5]=[CH:4][CH:3]=1. The yield is 0.920. (2) The reactants are Br.[CH2:2]([O:9][C@H:10]1[C@H:15]([O:16][CH2:17][C:18]2[CH:23]=[CH:22][CH:21]=[CH:20][CH:19]=2)[C@@H:14]([CH2:24][O:25][CH2:26][C:27]2[CH:32]=[CH:31][CH:30]=[CH:29][CH:28]=2)[O:13][CH:12]=[CH:11]1)[C:3]1[CH:8]=[CH:7][CH:6]=[CH:5][CH:4]=1.O.C(=O)([O-])[O-:35].[Na+].[Na+]. The catalyst is C1COCC1. The product is [CH2:2]([O:9][C@H:10]1[C@H:15]([O:16][CH2:17][C:18]2[CH:19]=[CH:20][CH:21]=[CH:22][CH:23]=2)[C@@H:14]([CH2:24][O:25][CH2:26][C:27]2[CH:32]=[CH:31][CH:30]=[CH:29][CH:28]=2)[O:13][CH:12]([OH:35])[CH2:11]1)[C:3]1[CH:4]=[CH:5][CH:6]=[CH:7][CH:8]=1. The yield is 0.760.